Task: Predict which catalyst facilitates the given reaction.. Dataset: Catalyst prediction with 721,799 reactions and 888 catalyst types from USPTO (1) Reactant: [NH:1]1[CH2:5][CH2:4][CH2:3][CH:2]1[CH2:6][OH:7].[CH3:8][C:9]([O:12][C:13](O[C:13]([O:12][C:9]([CH3:11])([CH3:10])[CH3:8])=[O:14])=[O:14])([CH3:11])[CH3:10]. Product: [OH:7][CH2:6][CH:2]1[CH2:3][CH2:4][CH2:5][N:1]1[C:13]([O:12][C:9]([CH3:11])([CH3:10])[CH3:8])=[O:14]. The catalyst class is: 2. (2) Reactant: [Cl:1][C:2]1[CH:3]=[C:4]([NH:9][C:10]2[C:19]3[C:14](=[CH:15][C:16]([O:23][CH2:24][CH:25]4[CH2:27][CH2:26]4)=[C:17]([N+:20]([O-])=O)[CH:18]=3)[N:13]=[CH:12][N:11]=2)[CH:5]=[CH:6][C:7]=1[F:8].C(O)(=O)C.O. Product: [NH2:20][C:17]1[CH:18]=[C:19]2[C:14](=[CH:15][C:16]=1[O:23][CH2:24][CH:25]1[CH2:27][CH2:26]1)[N:13]=[CH:12][N:11]=[C:10]2[NH:9][C:4]1[CH:5]=[CH:6][C:7]([F:8])=[C:2]([Cl:1])[CH:3]=1. The catalyst class is: 186. (3) Product: [NH:1]1[C:9]2[C:4](=[CH:5][CH:6]=[CH:7][CH:8]=2)[C:3](/[CH:10]=[C:11]2\[O:12][C:13]3[C:20]([CH2:21][CH2:22][CH2:23][CH2:24][CH:25]4[CH2:26][CH2:27][NH:28][CH2:29][CH2:30]4)=[C:19]([O:38][CH3:39])[CH:18]=[CH:17][C:14]=3[C:15]\2=[O:16])=[N:2]1. Reactant: [NH:1]1[C:9]2[C:4](=[CH:5][CH:6]=[CH:7][CH:8]=2)[C:3](/[CH:10]=[C:11]2\[O:12][C:13]3[C:20]([CH2:21][CH2:22][CH2:23][CH2:24][CH:25]4[CH2:30][CH2:29][N:28](C(OC(C)(C)C)=O)[CH2:27][CH2:26]4)=[C:19]([O:38][CH3:39])[CH:18]=[CH:17][C:14]=3[C:15]\2=[O:16])=[N:2]1.Cl. The catalyst class is: 135. (4) Reactant: [NH2:1][C:2]1([CH2:15][OH:16])[CH2:7][CH2:6][N:5]([CH2:8][C:9]2[CH:14]=[CH:13][CH:12]=[CH:11][CH:10]=2)[CH2:4][CH2:3]1.[C:17](#[N:20])[CH:18]=[CH2:19]. Product: [OH:16][CH2:15][C:2]1([NH:1][CH2:19][CH2:18][C:17]#[N:20])[CH2:7][CH2:6][N:5]([CH2:8][C:9]2[CH:14]=[CH:13][CH:12]=[CH:11][CH:10]=2)[CH2:4][CH2:3]1. The catalyst class is: 8.